Task: Predict the reactants needed to synthesize the given product.. Dataset: Full USPTO retrosynthesis dataset with 1.9M reactions from patents (1976-2016) Given the product [Br:12][CH2:13][CH2:14][CH:15]=[C:16]1[C:22]2[CH:23]=[CH:24][CH:25]=[CH:26][C:21]=2[CH2:20][C@@H:19]([OH:27])[C:18]2[CH:28]=[CH:29][CH:30]=[CH:31][C:17]1=2, predict the reactants needed to synthesize it. The reactants are: C1(C)C=CC=CC=1.CSC.B.[Br:12][CH2:13][CH2:14][CH:15]=[C:16]1[C:22]2[CH:23]=[CH:24][CH:25]=[CH:26][C:21]=2[CH2:20][C:19](=[O:27])[C:18]2[CH:28]=[CH:29][CH:30]=[CH:31][C:17]1=2.C(=O)(O)[O-].[Na+].